The task is: Predict the reactants needed to synthesize the given product.. This data is from Retrosynthesis with 50K atom-mapped reactions and 10 reaction types from USPTO. (1) Given the product O=C(O)CC(CC(=O)O)Cc1ccc(O)cc1, predict the reactants needed to synthesize it. The reactants are: COc1ccc(CC(CC(=O)O)CC(=O)O)cc1. (2) The reactants are: CI.Cc1ccc(Cl)c(O)c1. Given the product COc1cc(C)ccc1Cl, predict the reactants needed to synthesize it. (3) Given the product Brc1cccc(OC2CC2)c1, predict the reactants needed to synthesize it. The reactants are: BrC1CC1.Oc1cccc(Br)c1.